Task: Predict which catalyst facilitates the given reaction.. Dataset: Catalyst prediction with 721,799 reactions and 888 catalyst types from USPTO (1) Reactant: [CH2:1]([SH:8])[C:2]1[CH:7]=[CH:6][CH:5]=[CH:4][CH:3]=1.Br[C:10]1[CH:19]=[C:18]([Cl:20])[CH:17]=[C:16]2[C:11]=1[N:12]=[CH:13][CH:14]=[N:15]2.C(=O)([O-])[O-].[Cs+].[Cs+]. Product: [CH2:1]([S:8][C:10]1[CH:19]=[C:18]([Cl:20])[CH:17]=[C:16]2[C:11]=1[N:12]=[CH:13][CH:14]=[N:15]2)[C:2]1[CH:7]=[CH:6][CH:5]=[CH:4][CH:3]=1. The catalyst class is: 3. (2) Product: [CH:34]([NH:35][C:8]([C:7]1[C:2]([OH:1])=[N:3][C:4]([N:11]2[CH:15]=[CH:14][CH:13]=[N:12]2)=[N:5][CH:6]=1)=[O:10])([C:36]1[CH:37]=[CH:38][CH:39]=[CH:40][CH:41]=1)[C:28]1[CH:33]=[CH:32][CH:31]=[CH:30][CH:29]=1. The catalyst class is: 18. Reactant: [OH:1][C:2]1[C:7]([C:8]([OH:10])=O)=[CH:6][N:5]=[C:4]([N:11]2[CH:15]=[CH:14][CH:13]=[N:12]2)[N:3]=1.C1N=CN(C(N2C=NC=C2)=O)C=1.[C:28]1([CH:34]([C:36]2[CH:41]=[CH:40][CH:39]=[CH:38][CH:37]=2)[NH2:35])[CH:33]=[CH:32][CH:31]=[CH:30][CH:29]=1.CCN(CC)CC. (3) Product: [NH2:26][C:24]1[S:25][CH:2]=[C:3]([CH2:4][C:5]2[CH:10]=[CH:9][C:8]([CH2:11][CH2:12][C:13]3[N:14]=[C:15]([NH:18][C:19](=[O:21])[CH3:20])[S:16][CH:17]=3)=[CH:7][CH:6]=2)[N:23]=1. Reactant: Br[CH2:2][C:3](=O)[CH2:4][C:5]1[CH:10]=[CH:9][C:8]([CH2:11][CH2:12][C:13]2[N:14]=[C:15]([NH:18][C:19](=[O:21])[CH3:20])[S:16][CH:17]=2)=[CH:7][CH:6]=1.[NH2:23][C:24]([NH2:26])=[S:25]. The catalyst class is: 8. (4) Reactant: I.[O:2]=[C:3]1[N:8]([CH2:9][C:10]#[CH:11])[N:7]=[N:6][C:5]2=[C:12]([C:15](=[NH:26])[NH:16][CH2:17][C:18](=O)[C:19]3[CH:24]=[CH:23][CH:22]=[CH:21][CH:20]=3)[N:13]=[CH:14][N:4]12.I. Product: [C:19]1([C:18]2[N:26]=[C:15]([C:12]3[N:13]=[CH:14][N:4]4[C:3](=[O:2])[N:8]([CH2:9][C:10]#[CH:11])[N:7]=[N:6][C:5]=34)[NH:16][CH:17]=2)[CH:24]=[CH:23][CH:22]=[CH:21][CH:20]=1. The catalyst class is: 33. (5) Reactant: [O:1]1[CH2:4][CH:3]([CH2:5][OH:6])[CH2:2]1.[H-].[Na+].[Br:9][C:10]1[CH:15]=[CH:14][C:13](F)=[CH:12][CH:11]=1. Product: [Br:9][C:10]1[CH:15]=[CH:14][C:13]([O:6][CH2:5][CH:3]2[CH2:4][O:1][CH2:2]2)=[CH:12][CH:11]=1. The catalyst class is: 3. (6) Reactant: C1([O:6][C:7](=[O:33])[C@@H:8]([NH:29][C:30](=[O:32])[CH3:31])[CH2:9][C:10]2[CH:15]=[CH:14][C:13]([NH:16][C:17](=[O:28])[CH2:18][CH2:19][CH2:20][CH2:21][CH2:22][CH2:23][C:24](=[O:27])[NH:25][OH:26])=[CH:12][CH:11]=2)CCCC1.[OH-].[Na+]. Product: [C:30]([NH:29][C@@H:8]([CH2:9][C:10]1[CH:15]=[CH:14][C:13]([NH:16][C:17](=[O:28])[CH2:18][CH2:19][CH2:20][CH2:21][CH2:22][CH2:23][C:24](=[O:27])[NH:25][OH:26])=[CH:12][CH:11]=1)[C:7]([OH:33])=[O:6])(=[O:32])[CH3:31]. The catalyst class is: 6. (7) Reactant: [NH2:1][C@@H:2]([CH2:5][S:6][CH2:7][C:8]1[CH:13]=[CH:12][C:11]([F:14])=[CH:10][CH:9]=1)[CH2:3][OH:4].C(N(CC)CC)C.[Si:22](Cl)([C:25]([CH3:28])([CH3:27])[CH3:26])([CH3:24])[CH3:23].O. Product: [Si:22]([O:4][CH2:3][C@@H:2]([NH2:1])[CH2:5][S:6][CH2:7][C:8]1[CH:9]=[CH:10][C:11]([F:14])=[CH:12][CH:13]=1)([C:25]([CH3:28])([CH3:27])[CH3:26])([CH3:24])[CH3:23]. The catalyst class is: 143. (8) Reactant: C([N:8]1[CH2:13][CH2:12][N:11]([C:14]2[CH:15]=[C:16]([CH:20]3[N:24]([C:25]4[CH:30]=[CH:29][C:28]([F:31])=[CH:27][C:26]=4[F:32])[N:23]=[C:22]([C:33]([F:39])([F:38])[C:34]([F:37])([F:36])[F:35])[CH2:21]3)[CH:17]=[CH:18][CH:19]=2)[CH2:10][CH2:9]1)(OC(C)(C)C)=O.[ClH:40]. Product: [ClH:40].[N:11]1([C:14]2[CH:15]=[C:16]([CH:20]3[N:24]([C:25]4[CH:30]=[CH:29][C:28]([F:31])=[CH:27][C:26]=4[F:32])[N:23]=[C:22]([C:33]([F:39])([F:38])[C:34]([F:35])([F:36])[F:37])[CH2:21]3)[CH:17]=[CH:18][CH:19]=2)[CH2:10][CH2:9][NH:8][CH2:13][CH2:12]1. The catalyst class is: 13. (9) Reactant: [C:1]([O:5][C:6]([N:8]1[CH2:13][CH2:12][N:11]([C:14]2[CH:19]=[C:18]([O:20][CH2:21][C:22]3[CH:27]=[CH:26][CH:25]=[CH:24][CH:23]=3)[CH:17]=[CH:16][C:15]=2[N+:28]([O-])=O)[CH2:10][CH2:9]1)=[O:7])([CH3:4])([CH3:3])[CH3:2].[BH4-].[Na+]. Product: [C:1]([O:5][C:6]([N:8]1[CH2:13][CH2:12][N:11]([C:14]2[CH:19]=[C:18]([O:20][CH2:21][C:22]3[CH:23]=[CH:24][CH:25]=[CH:26][CH:27]=3)[CH:17]=[CH:16][C:15]=2[NH2:28])[CH2:10][CH2:9]1)=[O:7])([CH3:4])([CH3:2])[CH3:3]. The catalyst class is: 61. (10) Reactant: C([O:5][C:6](=[O:43])[CH2:7][C@@H:8]([C:26]1([C:31]2[CH:36]=[CH:35][C:34]([C:37]3[CH:42]=[CH:41][CH:40]=[CH:39][CH:38]=3)=[CH:33][CH:32]=2)[CH:30]=[CH:29][NH:28][CH2:27]1)[C:9]([NH:11]N1[C@@H](CC2C=CC=CC=2)COC1(C)C)=[O:10])(C)(C)C.[Li+].[OH-].[CH3:46][CH2:47][OH:48].Cl. Product: [CH2:26]([C@H:46]([NH:11][C:9](=[O:10])[C@H:8]([C:26]1([C:31]2[CH:32]=[CH:33][C:34]([C:37]3[CH:38]=[CH:39][CH:40]=[CH:41][CH:42]=3)=[CH:35][CH:36]=2)[CH:30]=[CH:29][NH:28][CH2:27]1)[CH2:7][C:6]([OH:5])=[O:43])[CH2:47][OH:48])[C:31]1[CH:36]=[CH:35][CH:34]=[CH:33][CH:32]=1. The catalyst class is: 20.